From a dataset of Full USPTO retrosynthesis dataset with 1.9M reactions from patents (1976-2016). Predict the reactants needed to synthesize the given product. (1) Given the product [Cl:1][C:2]1[S:6][C:5]([CH2:7][O:8][C:22]2[C:21]([F:24])=[CH:20][C:19]([CH2:25][CH2:26][C:27]([O:29][CH2:30][CH3:31])=[O:28])=[CH:18][C:17]=2[F:16])=[C:4]([C:9]2[CH:14]=[CH:13][C:12]([Cl:15])=[CH:11][CH:10]=2)[CH:3]=1, predict the reactants needed to synthesize it. The reactants are: [Cl:1][C:2]1[S:6][C:5]([CH2:7][OH:8])=[C:4]([C:9]2[CH:14]=[CH:13][C:12]([Cl:15])=[CH:11][CH:10]=2)[CH:3]=1.[F:16][C:17]1[CH:18]=[C:19]([CH2:25][CH2:26][C:27]([O:29][CH2:30][CH3:31])=[O:28])[CH:20]=[C:21]([F:24])[C:22]=1O.C1CCN(C(N=NC(N2CCCCC2)=O)=O)CC1.P(CCCC)(CCCC)CCCC. (2) Given the product [NH2:1][C:2]1[C:11]2[CH:10]=[CH:9][CH:8]=[C:7]([C:23]3[C:22]([F:21])=[CH:27][N:26]=[C:25]([O:28][CH3:29])[CH:24]=3)[C:6]=2[N:5]=[C:4]2[CH2:13][N:14]([CH:17]3[CH2:20][CH2:19][CH2:18]3)[C:15](=[O:16])[C:3]=12, predict the reactants needed to synthesize it. The reactants are: [NH2:1][C:2]1[C:11]2[CH:10]=[CH:9][CH:8]=[C:7](Br)[C:6]=2[N:5]=[C:4]2[CH2:13][N:14]([CH:17]3[CH2:20][CH2:19][CH2:18]3)[C:15](=[O:16])[C:3]=12.[F:21][C:22]1[C:23]([Sn](CCCC)(CCCC)CCCC)=[CH:24][C:25]([O:28][CH3:29])=[N:26][CH:27]=1. (3) Given the product [CH2:15]([O:17][C:18]1([NH:4][NH:3][C:5]2[NH:9][N:8]=[N:7][N:6]=2)[CH2:20][CH2:19]1)[CH3:16], predict the reactants needed to synthesize it. The reactants are: Cl.Cl.[NH:3]([C:5]1[NH:9][N:8]=[N:7][N:6]=1)[NH2:4].C([O-])(=O)C.[Na+].[CH2:15]([O:17][C:18]1(O[Si](C)(C)C)[CH2:20][CH2:19]1)[CH3:16]. (4) Given the product [Cr:6]([O:10][Cr:11]([O-:14])(=[O:13])=[O:12])([O-:9])(=[O:8])=[O:7].[Na+:18].[Na+:18].[Cl-:17].[NH4+:15], predict the reactants needed to synthesize it. The reactants are: [O-2].[Cr+3].[O-2].[O-2].[Cr+3].[Cr:6]([O:10][Cr:11]([O-:14])(=[O:13])=[O:12])([O-:9])(=[O:8])=[O:7].[NH4+:15].[NH4+].[Cl-:17].[Na+:18]. (5) Given the product [CH2:18]([C@@:14]1([OH:17])[CH2:15][CH2:16][NH:11][CH2:12][C@H:13]1[OH:25])[C:19]1[CH:20]=[CH:21][CH:22]=[CH:23][CH:24]=1, predict the reactants needed to synthesize it. The reactants are: C(OC([N:11]1[CH2:16][CH2:15][C@@:14]([CH2:18][C:19]2[CH:24]=[CH:23][CH:22]=[CH:21][CH:20]=2)([OH:17])[C@H:13]([OH:25])[CH2:12]1)=O)C1C=CC=CC=1.